Dataset: Forward reaction prediction with 1.9M reactions from USPTO patents (1976-2016). Task: Predict the product of the given reaction. (1) Given the reactants [CH3:1][N:2]([CH3:20])[CH2:3][CH2:4][CH2:5][O:6][C:7]1[CH:12]=[CH:11][C:10]([NH2:13])=[CH:9][C:8]=1[C:14]1[N:15]([CH3:19])[N:16]=[CH:17][CH:18]=1.[F:21][C:22]1[CH:27]=[CH:26][C:25]([N:28]=[C:29]=[O:30])=[CH:24][CH:23]=1, predict the reaction product. The product is: [CH3:20][N:2]([CH3:1])[CH2:3][CH2:4][CH2:5][O:6][C:7]1[CH:12]=[CH:11][C:10]([NH:13][C:29]([NH:28][C:25]2[CH:26]=[CH:27][C:22]([F:21])=[CH:23][CH:24]=2)=[O:30])=[CH:9][C:8]=1[C:14]1[N:15]([CH3:19])[N:16]=[CH:17][CH:18]=1. (2) Given the reactants Cl[CH2:2][CH2:3][O:4][C:5]1[CH:10]=[CH:9][CH:8]=[CH:7][C:6]=1[N+:11]([O-:13])=[O:12].[F:14][C:15]1[CH:16]=[CH:17][C:18]([N+:22]([O-:24])=[O:23])=[C:19]([OH:21])[CH:20]=1.C(=O)([O-])[O-].[K+].[K+].O, predict the reaction product. The product is: [F:14][C:15]1[CH:16]=[CH:17][C:18]([N+:22]([O-:24])=[O:23])=[C:19]([O:21][CH2:2][CH2:3][O:4][C:5]2[CH:10]=[CH:9][CH:8]=[CH:7][C:6]=2[N+:11]([O-:13])=[O:12])[CH:20]=1.